From a dataset of Full USPTO retrosynthesis dataset with 1.9M reactions from patents (1976-2016). Predict the reactants needed to synthesize the given product. (1) Given the product [NH:1]1[C:5](=[O:6])[CH2:4][CH2:3][C@H:2]1[C:7]([O:9][CH2:10][CH2:11][CH2:21][CH2:22][CH2:23][CH2:24][CH2:25][CH2:26][CH2:27][CH2:28][CH2:29][CH3:30])=[O:8], predict the reactants needed to synthesize it. The reactants are: [NH:1]1[C:5](=[O:6])[CH2:4][CH2:3][C@H:2]1[C:7]([O:9][CH2:10][CH3:11])=[O:8].N1C(=O)CC[C@H]1C(O)=O.[CH2:21](O)[CH2:22][CH2:23][CH2:24][CH2:25][CH2:26][CH2:27][CH2:28][CH2:29][CH2:30]CC. (2) Given the product [F:35][C:16]([F:15])([F:34])[C:17]1[C:21]([CH2:22][N:37]2[C:38](=[O:45])[C:39]3[C:44](=[CH:43][CH:42]=[CH:41][CH:40]=3)[C:36]2=[O:46])=[CH:20][N:19]([CH:24]2[CH2:25][CH2:26][CH:27]([C:30]([F:31])([F:32])[F:33])[CH2:28][CH2:29]2)[N:18]=1, predict the reactants needed to synthesize it. The reactants are: CC(OC(/N=N/C(OC(C)C)=O)=O)C.[F:15][C:16]([F:35])([F:34])[C:17]1[C:21]([CH2:22]O)=[CH:20][N:19]([CH:24]2[CH2:29][CH2:28][CH:27]([C:30]([F:33])([F:32])[F:31])[CH2:26][CH2:25]2)[N:18]=1.[C:36]1(=[O:46])[C:44]2[C:39](=[CH:40][CH:41]=[CH:42][CH:43]=2)[C:38](=[O:45])[NH:37]1.C1C=CC(P(C2C=CC=CC=2)C2C=CC=CC=2)=CC=1. (3) The reactants are: [Cl:1][C:2]1[CH:7]=[CH:6][CH:5]=[C:4]([Cl:8])[C:3]=1[C:9]1[C:13]([CH2:14][O:15][C:16]2[CH:17]=[C:18]3[C:22](=[CH:23][CH:24]=2)[N:21]([CH2:25][C:26]2[N:31]=[C:30]([C:32]([O:34]C)=[O:33])[CH:29]=[CH:28][CH:27]=2)[CH:20]=[CH:19]3)=[C:12]([CH:36]([CH3:38])[CH3:37])[O:11][N:10]=1.[OH-].[Na+]. Given the product [Cl:1][C:2]1[CH:7]=[CH:6][CH:5]=[C:4]([Cl:8])[C:3]=1[C:9]1[C:13]([CH2:14][O:15][C:16]2[CH:17]=[C:18]3[C:22](=[CH:23][CH:24]=2)[N:21]([CH2:25][C:26]2[N:31]=[C:30]([C:32]([OH:34])=[O:33])[CH:29]=[CH:28][CH:27]=2)[CH:20]=[CH:19]3)=[C:12]([CH:36]([CH3:38])[CH3:37])[O:11][N:10]=1, predict the reactants needed to synthesize it.